Predict the reaction yield, written as a fraction of the theoretical maximum amount of product (1.0 means a 100% yield; for example, 0.34 means a 34% yield). From a dataset of Reaction yield outcomes from USPTO patents with 853,638 reactions. (1) The reactants are [C:1]([C:4]1[C:34](=[O:35])[C@@:8]2([CH3:36])[C:9]3[C:15]([OH:16])=[CH:14][C:13]([O:17][CH3:18])=[C:12]([C:19]([NH:21][CH2:22][C:23]4[C:32]5[C:27](=[CH:28][CH:29]=[CH:30][CH:31]=5)[CH:26]=[CH:25][C:24]=4[CH3:33])=[O:20])[C:10]=3[O:11][C:7]2=[CH:6][C:5]=1[OH:37])(=O)[CH3:2].[CH3:38][NH2:39]. The catalyst is C(Cl)Cl. The product is [OH:16][C:15]1[C:9]2[C@:8]3([CH3:36])[C:34](=[O:35])[C:4](/[C:1](=[N:39]/[CH3:38])/[CH3:2])=[C:5]([OH:37])[CH:6]=[C:7]3[O:11][C:10]=2[C:12]([C:19]([NH:21][CH2:22][C:23]2[C:32]3[C:27](=[CH:28][CH:29]=[CH:30][CH:31]=3)[CH:26]=[CH:25][C:24]=2[CH3:33])=[O:20])=[C:13]([O:17][CH3:18])[CH:14]=1. The yield is 0.770. (2) The reactants are [C:1]1([C:36]2[CH:41]=[CH:40][CH:39]=[CH:38][CH:37]=2)[CH:6]=[CH:5][C:4]([CH2:7][CH2:8][NH:9][C:10]([C:12]2[CH:35]=[CH:34][C:15]([O:16][C:17]3[CH:26]=[C:25]4[C:20]([CH:21]([C:27]([O:29]CC)=[O:28])[CH2:22][CH2:23][O:24]4)=[CH:19][C:18]=3C#N)=[CH:14][CH:13]=2)=[O:11])=[CH:3][CH:2]=1.O[Li].O.[ClH:45]. The catalyst is C1COCC1. The product is [C:1]1([C:36]2[CH:41]=[CH:40][CH:39]=[CH:38][CH:37]=2)[CH:6]=[CH:5][C:4]([CH2:7][CH2:8][NH:9][C:10]([C:12]2[CH:35]=[CH:34][C:15]([O:16][C:17]3[CH:26]=[C:25]4[C:20]([CH:21]([C:27]([OH:29])=[O:28])[CH2:22][CH2:23][O:24]4)=[CH:19][C:18]=3[Cl:45])=[CH:14][CH:13]=2)=[O:11])=[CH:3][CH:2]=1. The yield is 0.820. (3) The reactants are [H-].[Na+].[CH3:3][O:4][C:5]1[CH:6]=[C:7]([CH:11]=[CH:12][C:13]=1[O:14][CH3:15])[CH2:8][CH2:9][OH:10].[Cl:16][C:17]([Cl:21])([Cl:20])[C:18]#[N:19].O. The catalyst is C(Cl)Cl. The product is [Cl:16][C:17]([Cl:21])([Cl:20])[C:18](=[NH:19])[O:10][CH2:9][CH2:8][C:7]1[CH:11]=[CH:12][C:13]([O:14][CH3:15])=[C:5]([O:4][CH3:3])[CH:6]=1. The yield is 0.950. (4) The reactants are [CH:1]1([CH2:4][O:5][NH2:6])[CH2:3][CH2:2]1.C([O:9][C:10]([C:12]1[C:17]([NH:18][C:19]2[CH:24]=[CH:23][C:22]([CH3:25])=[CH:21][C:20]=2[F:26])=[C:16]([CH3:27])[C:15](=[O:28])[N:14]([CH3:29])[C:13]=1[CH3:30])=O)C.C[Si]([N-][Si](C)(C)C)(C)C.[Li+]. The catalyst is C1COCC1. The product is [CH:1]1([CH2:4][O:5][NH:6][C:10]([C:12]2[C:17]([NH:18][C:19]3[CH:24]=[CH:23][C:22]([CH3:25])=[CH:21][C:20]=3[F:26])=[C:16]([CH3:27])[C:15](=[O:28])[N:14]([CH3:29])[C:13]=2[CH3:30])=[O:9])[CH2:3][CH2:2]1. The yield is 0.400. (5) The reactants are [CH3:1][C:2]1[N:3]=[C:4]([NH:7][C:8]2[CH:13]=[C:12]([CH2:14]O)[CH:11]=[CH:10][N:9]=2)[S:5][CH:6]=1.S(Cl)([Cl:18])=O. No catalyst specified. The product is [Cl:18][CH2:14][C:12]1[CH:11]=[CH:10][N:9]=[C:8]([NH:7][C:4]2[S:5][CH:6]=[C:2]([CH3:1])[N:3]=2)[CH:13]=1. The yield is 0.920. (6) The reactants are Cl[C:2]1[C:11]2[CH2:10][N:9]([CH2:12][C:13]3[CH:18]=[CH:17][C:16]([O:19][CH3:20])=[CH:15][CH:14]=3)[C:8](=[O:21])[NH:7][C:6]=2[N:5]=[CH:4][CH:3]=1.[NH2:22][C:23]1[CH:28]=[CH:27][C:26]([NH:29][C:30](=[O:36])[CH2:31][C:32]([F:35])([F:34])[F:33])=[CH:25][CH:24]=1.Cl. The catalyst is CN1C(=O)CCC1. The product is [F:33][C:32]([F:34])([F:35])[CH2:31][C:30]([NH:29][C:26]1[CH:27]=[CH:28][C:23]([NH:22][C:2]2[C:11]3[CH2:10][N:9]([CH2:12][C:13]4[CH:18]=[CH:17][C:16]([O:19][CH3:20])=[CH:15][CH:14]=4)[C:8](=[O:21])[NH:7][C:6]=3[N:5]=[CH:4][CH:3]=2)=[CH:24][CH:25]=1)=[O:36]. The yield is 0.390. (7) The reactants are Br[C:2]1[N:6](COCC[Si](C)(C)C)[C:5]([C:15]2[CH:20]=[CH:19][CH:18]=[CH:17][CH:16]=2)=[N:4][C:3]=1[C:21]1[CH:26]=[CH:25][N:24]=[CH:23][CH:22]=1.C([O-])([O-])=O.[Na+].[Na+].CO[CH2:35][CH2:36][O:37][CH3:38]. No catalyst specified. The product is [CH3:38][O:37][C:36]1[C:5]([NH2:6])=[N:4][CH:3]=[C:2]([C:2]2[N:6]=[C:5]([C:15]3[CH:16]=[CH:17][CH:18]=[CH:19][CH:20]=3)[NH:4][C:3]=2[C:21]2[CH:22]=[CH:23][N:24]=[CH:25][CH:26]=2)[CH:35]=1. The yield is 0.330. (8) The reactants are C[N+]1([O-])CCOCC1.[CH3:9][C:10]1([CH3:39])[CH2:19][CH2:18][C:17]2[C:12](=[CH:13][CH:14]=[C:15]([C:20]([O:34][Si](C)(C)C)=[CH:21][C:22]3[CH:27]=[C:26]([O:28][CH3:29])[C:25]([O:30][CH3:31])=[C:24]([O:32][CH3:33])[CH:23]=3)[CH:16]=2)[O:11]1. The catalyst is O.CC(C)=O.[Os](=O)(=O)(=O)=O. The product is [CH3:9][C:10]1([CH3:39])[CH2:19][CH2:18][C:17]2[C:12](=[CH:13][CH:14]=[C:15]([C:20](=[O:34])[CH2:21][C:22]3[CH:27]=[C:26]([O:28][CH3:29])[C:25]([O:30][CH3:31])=[C:24]([O:32][CH3:33])[CH:23]=3)[CH:16]=2)[O:11]1. The yield is 0.0800.